From a dataset of Full USPTO retrosynthesis dataset with 1.9M reactions from patents (1976-2016). Predict the reactants needed to synthesize the given product. (1) Given the product [Cl:20][C:21]1[C:22]([O:28][CH3:29])=[C:23]([NH:24][S:12]([C:9]2[C:10]3[C:5](=[CH:4][CH:3]=[C:2]([OH:1])[CH:11]=3)[CH:6]=[C:7]([S:16]([NH:24][C:23]3[CH:25]=[CH:26][CH:27]=[C:21]([Cl:20])[C:22]=3[O:28][CH3:29])(=[O:18])=[O:17])[CH:8]=2)(=[O:14])=[O:13])[CH:25]=[CH:26][CH:27]=1, predict the reactants needed to synthesize it. The reactants are: [OH:1][C:2]1[CH:11]=[C:10]2[C:5]([CH:6]=[C:7]([S:16](Cl)(=[O:18])=[O:17])[CH:8]=[C:9]2[S:12](Cl)(=[O:14])=[O:13])=[CH:4][CH:3]=1.[Cl:20][C:21]1[C:22]([O:28][CH3:29])=[C:23]([CH:25]=[CH:26][CH:27]=1)[NH2:24]. (2) Given the product [Cl:1][C:2]1[CH:3]=[CH:4][C:5]([C:6]([NH:8][C:9]2[CH:31]=[CH:30][C:12]([CH2:13][C:14]3[C:22]4[C:17](=[CH:18][CH:19]=[CH:20][CH:21]=4)[N:16]([CH2:23][C:24]([OH:26])=[O:25])[C:15]=3[CH3:29])=[CH:11][CH:10]=2)=[O:7])=[CH:32][CH:33]=1, predict the reactants needed to synthesize it. The reactants are: [Cl:1][C:2]1[CH:33]=[CH:32][C:5]([C:6]([NH:8][C:9]2[CH:31]=[CH:30][C:12]([CH2:13][C:14]3[C:22]4[C:17](=[CH:18][CH:19]=[CH:20][CH:21]=4)[N:16]([CH2:23][C:24]([O:26]CC)=[O:25])[C:15]=3[CH3:29])=[CH:11][CH:10]=2)=[O:7])=[CH:4][CH:3]=1.O.[OH-].[Li+].O1CCCC1.CO. (3) Given the product [CH2:14]([O:13][C:12](=[O:18])[NH:11][C@@H:9]([C:6]1[CH:7]=[N+:8]([O-:45])[C:3]([C:2]([F:1])([F:19])[F:20])=[CH:4][CH:5]=1)[CH3:10])[CH2:17][CH2:21][CH3:22], predict the reactants needed to synthesize it. The reactants are: [F:1][C:2]([F:20])([F:19])[C:3]1[N:8]=[CH:7][C:6]([C@H:9]([NH:11][C:12](=[O:18])[O:13][C:14]([CH3:17])(C)C)[CH3:10])=[CH:5][CH:4]=1.[C:21](C1C=C(C)C=C(C(C)(C)C)C=1O)(C)(C)[CH3:22].ClC1C=CC=C(C(OO)=[O:45])C=1.S([O-])([O-])(=O)=S.[Na+].[Na+].C(=O)(O)[O-].[Na+]. (4) Given the product [F:16][C:10]1[CH:11]=[C:12]([I:15])[CH:13]=[CH:14][C:9]=1[NH:8][C:7]1[C:2]([NH:1][S:27]([CH:22]2[CH2:26][CH2:25][CH2:24][CH2:23]2)(=[O:29])=[O:28])=[C:3]2[S:21][CH2:20][CH2:19][N:4]2[C:5](=[O:18])[C:6]=1[CH3:17], predict the reactants needed to synthesize it. The reactants are: [NH2:1][C:2]1[C:7]([NH:8][C:9]2[CH:14]=[CH:13][C:12]([I:15])=[CH:11][C:10]=2[F:16])=[C:6]([CH3:17])[C:5](=[O:18])[N:4]2[CH2:19][CH2:20][S:21][C:3]=12.[CH:22]1([S:27](Cl)(=[O:29])=[O:28])[CH2:26][CH2:25][CH2:24][CH2:23]1. (5) Given the product [C:1]([C:5]1[N:6]=[C:7]([N:16]2[CH2:20][CH2:19][C:18]([F:21])([F:22])[CH2:17]2)[C:8]2[C:9](=[N:11][N:12]([CH2:14][CH2:15][C:38]3[CH:37]=[CH:29][N:36]=[CH:40][CH:39]=3)[N:13]=2)[N:10]=1)([CH3:2])([CH3:3])[CH3:4], predict the reactants needed to synthesize it. The reactants are: [C:1]([C:5]1[N:6]=[C:7]([N:16]2[CH2:20][CH2:19][C:18]([F:22])([F:21])[CH2:17]2)[C:8]2[C:9](=[N:11][N:12]([CH2:14][CH3:15])[N:13]=2)[N:10]=1)([CH3:4])([CH3:3])[CH3:2].C(C1N=[C:29]([N:36]2[CH2:40][CH2:39][C:38](F)(F)[CH2:37]2)C2N=NNC=2N=1)(C)(C)C.Br.BrCCC1C=CN=CC=1.